From a dataset of Full USPTO retrosynthesis dataset with 1.9M reactions from patents (1976-2016). Predict the reactants needed to synthesize the given product. (1) Given the product [C:23]([O:22][C:20](=[O:21])[CH2:19][O:15][CH:12]1[CH2:13][CH2:14][N:10]([C:7]2[CH:6]=[CH:5][C:4]([N+:1]([O-:3])=[O:2])=[CH:9][N:8]=2)[CH2:11]1)([CH3:26])([CH3:25])[CH3:24], predict the reactants needed to synthesize it. The reactants are: [N+:1]([C:4]1[CH:5]=[CH:6][C:7]([N:10]2[CH2:14][CH2:13][CH:12]([OH:15])[CH2:11]2)=[N:8][CH:9]=1)([O-:3])=[O:2].[H-].[Na+].Br[CH2:19][C:20]([O:22][C:23]([CH3:26])([CH3:25])[CH3:24])=[O:21]. (2) Given the product [Cl:20][C:21]1[CH:22]=[CH:23][C:24]([C:30]([F:31])([F:32])[F:33])=[C:25]([CH:29]=1)[C:26](/[N:12]=[C:6]1\[S:7][C:8]([CH3:11])=[C:9]([CH3:10])[N:5]\1[CH2:4][CH2:3][O:2][CH3:1])=[O:27], predict the reactants needed to synthesize it. The reactants are: [CH3:1][O:2][CH2:3][CH2:4][N:5]1[C:9]([CH3:10])=[C:8]([CH3:11])[S:7][C:6]1=[NH:12].CCN(CC)CC.[Cl:20][C:21]1[CH:22]=[CH:23][C:24]([C:30]([F:33])([F:32])[F:31])=[C:25]([CH:29]=1)[C:26](Cl)=[O:27]. (3) Given the product [Cl:9][C:3]1[CH:4]=[CH:5][C:6]([F:8])=[CH:7][C:2]=1[CH2:12][C@H:13]([OH:14])[CH3:16], predict the reactants needed to synthesize it. The reactants are: Br[C:2]1[CH:7]=[C:6]([F:8])[CH:5]=[CH:4][C:3]=1[Cl:9].N#N.[CH3:12][CH2:13][OH:14].[Li][CH:16](CC)C.C1CCCCC1.B(F)(F)F.C(OCC)C. (4) Given the product [NH2:1][C:4]1[CH:5]=[C:6]([N:10]2[CH2:11][CH2:12][N:13]([C:16]([C:18]3[CH:19]=[CH:20][CH:21]=[CH:22][CH:23]=3)=[O:17])[CH2:14][CH2:15]2)[CH:7]=[CH:8][CH:9]=1, predict the reactants needed to synthesize it. The reactants are: [N+:1]([C:4]1[CH:5]=[C:6]([N:10]2[CH2:15][CH2:14][N:13]([C:16]([C:18]3[CH:23]=[CH:22][CH:21]=[CH:20][CH:19]=3)=[O:17])[CH2:12][CH2:11]2)[CH:7]=[CH:8][CH:9]=1)([O-])=O. (5) Given the product [S:1]1[CH:5]=[C:4]([CH2:6][CH2:7][C:8]([N:39]2[C@H:38]([CH2:31][C:32]3[CH:37]=[CH:36][CH:35]=[CH:34][CH:33]=3)[CH2:42][O:41][C:40]2=[O:43])=[O:10])[C:3]2[CH:11]=[CH:12][CH:13]=[CH:14][C:2]1=2, predict the reactants needed to synthesize it. The reactants are: [S:1]1[CH:5]=[C:4]([CH2:6][CH2:7][C:8]([OH:10])=O)[C:3]2[CH:11]=[CH:12][CH:13]=[CH:14][C:2]1=2.C(N(CC)CC)C.C(Cl)(=O)C(C)(C)C.[Cl-].[Li+].[CH2:31]([C@@H:38]1[CH2:42][O:41][C:40](=[O:43])[NH:39]1)[C:32]1[CH:37]=[CH:36][CH:35]=[CH:34][CH:33]=1. (6) The reactants are: [Br:1][C:2]1[CH:3]=[N:4][CH:5]=[C:6]2[C:11]=1[N:10]=[C:9]([C:12]([OH:14])=O)[CH:8]=[CH:7]2.[CH3:15][N:16]1CC[O:19][CH2:18][CH2:17]1.F[B-](F)(F)F.N1(OC(=[N+](C)C)N(C)C)C2C=CC=CC=2N=N1.CNCCO.C(=O)([O-])[O-].[Na+].[Na+].[Cl-].[Na+]. Given the product [OH:19][CH2:18][CH2:17][N:16]([CH3:15])[C:12]([C:9]1[CH:8]=[CH:7][C:6]2[C:11](=[C:2]([Br:1])[CH:3]=[N:4][CH:5]=2)[N:10]=1)=[O:14], predict the reactants needed to synthesize it. (7) Given the product [CH3:28][O:29][C:30]([C:32]1[N:33]=[N:34][C:35]([O:8][C:6]2[CH:5]=[CH:4][C:3]([CH:9]([CH3:27])[C:10]([OH:15])([C:16]3[CH:17]=[CH:18][C:19]4[O:23][C:22](=[O:24])[N:21]([CH3:25])[C:20]=4[CH:26]=3)[C:11]([F:12])([F:13])[F:14])=[C:2]([Cl:1])[CH:7]=2)=[CH:36][CH:37]=1)=[O:31], predict the reactants needed to synthesize it. The reactants are: [Cl:1][C:2]1[CH:7]=[C:6]([OH:8])[CH:5]=[CH:4][C:3]=1[CH:9]([CH3:27])[C:10]([C:16]1[CH:17]=[CH:18][C:19]2[O:23][C:22](=[O:24])[N:21]([CH3:25])[C:20]=2[CH:26]=1)([OH:15])[C:11]([F:14])([F:13])[F:12].[CH3:28][O:29][C:30]([C:32]1[N:33]=[N:34][C:35](Cl)=[CH:36][CH:37]=1)=[O:31]. (8) Given the product [CH3:29][C:30]1[CH:35]=[CH:34][CH:33]=[CH:32][C:31]=1[C:2]1[C:3]2[C:7]([CH:8]=[CH:9][CH:10]=1)=[N:6][N:5]1[C:11]([CH:16]3[CH2:17][CH2:18][N:19]([C:22]([O:24][C:25]([CH3:26])([CH3:27])[CH3:28])=[O:23])[CH2:20][CH2:21]3)=[CH:12][C:13](=[O:15])[NH:14][C:4]=21, predict the reactants needed to synthesize it. The reactants are: Br[C:2]1[C:3]2[C:7]([CH:8]=[CH:9][CH:10]=1)=[N:6][N:5]1[C:11]([CH:16]3[CH2:21][CH2:20][N:19]([C:22]([O:24][C:25]([CH3:28])([CH3:27])[CH3:26])=[O:23])[CH2:18][CH2:17]3)=[CH:12][C:13](=[O:15])[NH:14][C:4]=21.[CH3:29][C:30]1[CH:35]=[CH:34][CH:33]=[CH:32][C:31]=1B(O)O.P([O-])([O-])([O-])=O.[K+].[K+].[K+]. (9) Given the product [CH2:1]([O:3][C:4]([C:6]1[N:7]=[C:8]([N:11]2[CH2:15][CH2:14][C@@H:13]([O:16][S:18]([CH3:17])(=[O:20])=[O:19])[CH2:12]2)[S:9][CH:10]=1)=[O:5])[CH3:2], predict the reactants needed to synthesize it. The reactants are: [CH2:1]([O:3][C:4]([C:6]1[N:7]=[C:8]([N:11]2[CH2:15][CH2:14][C@@H:13]([OH:16])[CH2:12]2)[S:9][CH:10]=1)=[O:5])[CH3:2].[CH3:17][S:18](Cl)(=[O:20])=[O:19].C(N(CC)CC)C.C(O)C. (10) Given the product [CH2:27]([N:26]([CH2:2][C:3]([N:5]1[C:13]2[C:8](=[CH:9][C:10]([O:17][CH3:18])=[C:11]([NH2:14])[CH:12]=2)[CH2:7][CH2:6]1)=[O:4])[CH3:25])[CH3:28], predict the reactants needed to synthesize it. The reactants are: Br[CH2:2][C:3]([N:5]1[C:13]2[C:8](=[CH:9][C:10]([O:17][CH3:18])=[C:11]([N+:14]([O-])=O)[CH:12]=2)[CH2:7][CH2:6]1)=[O:4].C([O-])([O-])=O.[K+].[K+].[CH3:25][NH:26][CH2:27][CH3:28].CO.